From a dataset of Reaction yield outcomes from USPTO patents with 853,638 reactions. Predict the reaction yield, written as a fraction of the theoretical maximum amount of product (1.0 means a 100% yield; for example, 0.34 means a 34% yield). (1) No catalyst specified. The yield is 0.122. The reactants are CO[C:3]([CH:5]1[CH2:9][C:8](=O)[CH2:7][N:6]1[CH2:11][C:12]1[CH:17]=[CH:16][CH:15]=[CH:14][CH:13]=1)=[O:4].[F:18][C:19]([F:34])([F:33])[C:20]1[CH:21]=[C:22]([CH:26]=[C:27]([C:29]([F:32])([F:31])[F:30])[CH:28]=1)[CH2:23][NH:24][CH3:25].[CH3:35][O:36][C:37]1[CH:42]=[CH:41][CH:40]=[CH:39][C:38]=1[N:43]1[CH2:48][CH2:47][NH:46][CH2:45][CH2:44]1. The product is [CH2:11]([N:6]1[CH2:7][C@@H:8]([N:24]([CH2:23][C:22]2[CH:21]=[C:20]([C:19]([F:33])([F:34])[F:18])[CH:28]=[C:27]([C:29]([F:32])([F:31])[F:30])[CH:26]=2)[CH3:25])[CH2:9][C@H:5]1[C:3]([N:46]1[CH2:45][CH2:44][N:43]([C:38]2[CH:39]=[CH:40][CH:41]=[CH:42][C:37]=2[O:36][CH3:35])[CH2:48][CH2:47]1)=[O:4])[C:12]1[CH:13]=[CH:14][CH:15]=[CH:16][CH:17]=1. (2) The reactants are Br[C:2]1[CH:7]=[CH:6][C:5]([O:8][CH2:9][CH2:10][CH2:11][CH2:12][CH2:13][CH2:14][CH3:15])=[CH:4][CH:3]=1.[O:16]=[C:17]1[NH:22][CH2:21][CH2:20][N:19]([C:23]([O:25][C:26]([CH3:29])([CH3:28])[CH3:27])=[O:24])[CH2:18]1.[I-].CN[C@@H]1CCCC[C@H]1NC.C(=O)([O-])[O-].[K+].[K+]. The catalyst is O1CCOCC1.[Cu]. The product is [CH2:9]([O:8][C:5]1[CH:6]=[CH:7][C:2]([N:22]2[CH2:21][CH2:20][N:19]([C:23]([O:25][C:26]([CH3:28])([CH3:27])[CH3:29])=[O:24])[CH2:18][C:17]2=[O:16])=[CH:3][CH:4]=1)[CH2:10][CH2:11][CH2:12][CH2:13][CH2:14][CH3:15]. The yield is 0.890. (3) The reactants are Br[Zn][CH2:3][C:4]([O:6][CH2:7][CH3:8])=[O:5].[CH:9](=[O:16])[C:10]1[CH:15]=[CH:14][CH:13]=[CH:12][CH:11]=1.Cl.C(OCC)(=O)C. The catalyst is C1COCC1. The product is [OH:16][CH:9]([C:10]1[CH:15]=[CH:14][CH:13]=[CH:12][CH:11]=1)[CH2:3][C:4]([O:6][CH2:7][CH3:8])=[O:5]. The yield is 0.910.